The task is: Predict the product of the given reaction.. This data is from Forward reaction prediction with 1.9M reactions from USPTO patents (1976-2016). (1) The product is: [CH3:12][S:13]([O:11][CH2:2][CH2:3][CH2:4][CH2:5][C:6]([CH3:10])=[C:7]([F:9])[F:8])(=[O:15])=[O:14]. Given the reactants C[CH:2]([OH:11])[CH2:3][CH2:4][CH2:5][C:6]([CH3:10])=[C:7]([F:9])[F:8].[CH3:12][S:13](Cl)(=[O:15])=[O:14].C(N(CC)CC)C, predict the reaction product. (2) Given the reactants F[C:2]1[C:7]([C:8]2[CH:13]=[CH:12][N:11]=[C:10]([CH3:14])[CH:9]=2)=[CH:6][CH:5]=[CH:4][N:3]=1.[NH2:15][C:16]1[CH:21]=[CH:20][C:19]([OH:22])=[CH:18][CH:17]=1.C(=O)([O-])[O-].[Cs+].[Cs+], predict the reaction product. The product is: [CH3:14][C:10]1[CH:9]=[C:8]([C:7]2[C:2]([O:22][C:19]3[CH:20]=[CH:21][C:16]([NH2:15])=[CH:17][CH:18]=3)=[N:3][CH:4]=[CH:5][CH:6]=2)[CH:13]=[CH:12][N:11]=1.